Dataset: Catalyst prediction with 721,799 reactions and 888 catalyst types from USPTO. Task: Predict which catalyst facilitates the given reaction. Product: [NH:8]1[CH2:12][CH2:11][CH2:10][C@H:9]1[C:13]1[O:17][N:16]=[C:15]([C:18]2[CH:19]=[C:20]([CH:21]=[CH:22][CH:23]=2)[C:24]#[N:25])[N:14]=1. Reactant: C(OC([N:8]1[CH2:12][CH2:11][CH2:10][C@H:9]1[C:13]1[O:17][N:16]=[C:15]([C:18]2[CH:23]=[CH:22][CH:21]=[C:20]([C:24]#[N:25])[CH:19]=2)[N:14]=1)=O)(C)(C)C. The catalyst class is: 281.